This data is from Catalyst prediction with 721,799 reactions and 888 catalyst types from USPTO. The task is: Predict which catalyst facilitates the given reaction. Reactant: [Br:1][C:2]1[C:3](=[O:8])O[C:5](=[O:7])[CH:6]=1.[CH3:9][O:10][C:11]1[CH:16]=[CH:15][C:14]([CH2:17][NH2:18])=[CH:13][CH:12]=1. Product: [Br:1][C:2]1[C:3](=[O:8])[N:18]([CH2:17][C:14]2[CH:15]=[CH:16][C:11]([O:10][CH3:9])=[CH:12][CH:13]=2)[C:5](=[O:7])[CH:6]=1. The catalyst class is: 52.